This data is from Forward reaction prediction with 1.9M reactions from USPTO patents (1976-2016). The task is: Predict the product of the given reaction. Given the reactants Br[C:2]1[CH:7]=[C:6]([CH3:8])[CH:5]=[CH:4][C:3]=1[O:9][CH3:10].[CH2:11]([O:18][CH2:19][C@@H:20]([OH:31])[CH2:21]C1C=C(F)C=CC=1OC)[C:12]1[CH:17]=[CH:16][CH:15]=[CH:14][CH:13]=1, predict the reaction product. The product is: [CH2:11]([O:18][CH2:19][C@@H:20]([OH:31])[CH2:21][C:2]1[CH:7]=[C:6]([CH3:8])[CH:5]=[CH:4][C:3]=1[O:9][CH3:10])[C:12]1[CH:17]=[CH:16][CH:15]=[CH:14][CH:13]=1.